Regression. Given a peptide amino acid sequence and an MHC pseudo amino acid sequence, predict their binding affinity value. This is MHC class II binding data. From a dataset of Peptide-MHC class II binding affinity with 134,281 pairs from IEDB. (1) The peptide sequence is ANATVYMIDSVLMPP. The MHC is HLA-DQA10101-DQB10501 with pseudo-sequence HLA-DQA10101-DQB10501. The binding affinity (normalized) is 0.529. (2) The peptide sequence is IPVFLQEALNIALVA. The MHC is DRB1_0404 with pseudo-sequence DRB1_0404. The binding affinity (normalized) is 0.139. (3) The peptide sequence is VGSLQYLALTALITPKK. The MHC is DRB1_1201 with pseudo-sequence DRB1_1201. The binding affinity (normalized) is 0.641. (4) The binding affinity (normalized) is 0.174. The MHC is DRB1_0404 with pseudo-sequence DRB1_0404. The peptide sequence is DANNYEQQEQASQQI.